This data is from Reaction yield outcomes from USPTO patents with 853,638 reactions. The task is: Predict the reaction yield, written as a fraction of the theoretical maximum amount of product (1.0 means a 100% yield; for example, 0.34 means a 34% yield). (1) The reactants are Br[C:2]1[CH:3]=[C:4]([NH:9][C:10]2[N:15]=[C:14]([C:16]([F:19])([F:18])[F:17])[CH:13]=[CH:12][N:11]=2)[CH:5]=[CH:6][C:7]=1[F:8].[B:20]1([B:20]2[O:24][C:23]([CH3:26])([CH3:25])[C:22]([CH3:28])([CH3:27])[O:21]2)[O:24][C:23]([CH3:26])([CH3:25])[C:22]([CH3:28])([CH3:27])[O:21]1.C([O-])(=O)C.[K+].CS(C)=O. The catalyst is C(OCC)(=O)C.C1C=CC(P(C2C=CC=CC=2)[C-]2C=CC=C2)=CC=1.C1C=CC(P(C2C=CC=CC=2)[C-]2C=CC=C2)=CC=1.Cl[Pd]Cl.[Fe+2].ClCCl. The product is [F:8][C:7]1[CH:6]=[CH:5][C:4]([NH:9][C:10]2[N:15]=[C:14]([C:16]([F:19])([F:18])[F:17])[CH:13]=[CH:12][N:11]=2)=[CH:3][C:2]=1[B:20]1[O:24][C:23]([CH3:26])([CH3:25])[C:22]([CH3:28])([CH3:27])[O:21]1. The yield is 1.00. (2) The reactants are [Br:1][C:2]1[CH:9]=[CH:8][C:5]([CH:6]=[O:7])=[C:4]([F:10])[CH:3]=1.O.C1(C)C=CC(S(O)(=O)=O)=CC=1.[CH2:23](O)[CH2:24][OH:25].C([O-])(O)=O.[Na+]. The catalyst is C1C=CC=CC=1.CCO. The product is [Br:1][C:2]1[CH:9]=[CH:8][C:5]([CH:6]2[O:25][CH2:24][CH2:23][O:7]2)=[C:4]([F:10])[CH:3]=1. The yield is 0.990. (3) The reactants are [F:1][C:2]1[CH:3]=[C:4]([CH:6]=[CH:7][C:8]=1[N:9]1[CH2:13][CH2:12][CH2:11][CH2:10]1)[NH2:5].C[Al](C)C.[NH:18](/[C:22](/[CH3:28])=[CH:23]\[C:24](OC)=[O:25])[C:19]([CH3:21])=O. The catalyst is C(Cl)Cl. The product is [F:1][C:2]1[CH:3]=[C:4]([N:5]2[C:24](=[O:25])[CH:23]=[C:22]([CH3:28])[N:18]=[C:19]2[CH3:21])[CH:6]=[CH:7][C:8]=1[N:9]1[CH2:13][CH2:12][CH2:11][CH2:10]1. The yield is 0.380. (4) The reactants are [NH2:1][C:2]1[N:7]=[CH:6][N:5]=[C:4]2[N:8]([CH2:19][C:20]3[O:21][C:22]4[C:27]([C:28](=[O:36])[C:29]=3[C:30]3[CH:35]=[CH:34][CH:33]=[CH:32][CH:31]=3)=[CH:26][CH:25]=[CH:24][CH:23]=4)[N:9]=[C:10]([C:11]3[CH:16]=[CH:15][CH:14]=[C:13]([O:17]C)[CH:12]=3)[C:3]=12. The catalyst is ClCCl.B(Br)(Br)Br. The product is [NH2:1][C:2]1[N:7]=[CH:6][N:5]=[C:4]2[N:8]([CH2:19][C:20]3[O:21][C:22]4[C:27]([C:28](=[O:36])[C:29]=3[C:30]3[CH:31]=[CH:32][CH:33]=[CH:34][CH:35]=3)=[CH:26][CH:25]=[CH:24][CH:23]=4)[N:9]=[C:10]([C:11]3[CH:16]=[CH:15][CH:14]=[C:13]([OH:17])[CH:12]=3)[C:3]=12. The yield is 0.270.